Predict which catalyst facilitates the given reaction. From a dataset of Catalyst prediction with 721,799 reactions and 888 catalyst types from USPTO. (1) Reactant: C(OC([N:8]1[CH2:13][CH:12]2[C@@:10]([CH2:14][O:15][CH2:16][C:17]3[CH:22]=[C:21]([C:23]([F:26])([F:25])[F:24])[CH:20]=[C:19]([C:27]([F:30])([F:29])[F:28])[CH:18]=3)([CH2:11]2)[C@@H:9]1[C:31]1[CH:36]=[CH:35][CH:34]=[CH:33][CH:32]=1)=O)(C)(C)C.FC(F)(F)C(O)=O.[OH-].[Na+].C(=O)(O)[O-].[Na+]. Product: [F:29][C:27]([F:28])([F:30])[C:19]1[CH:18]=[C:17]([CH:22]=[C:21]([C:23]([F:26])([F:25])[F:24])[CH:20]=1)[CH2:16][O:15][CH2:14][C@@:10]12[CH2:11][CH:12]1[CH2:13][NH:8][C@H:9]2[C:31]1[CH:32]=[CH:33][CH:34]=[CH:35][CH:36]=1. The catalyst class is: 2. (2) The catalyst class is: 5. Product: [CH3:37][N:34]1[CH2:33][CH2:32][N:31]([C:28]2[CH:27]=[CH:26][C:25]([NH:24][C:9]3[N:10]=[C:11]([O:12][C:13]4[CH:14]=[C:15]([NH:19][C:20](=[O:23])[CH:21]=[CH2:22])[CH:16]=[CH:17][CH:18]=4)[C:6]4[CH:5]=[CH:4][NH:3][C:7]=4[N:8]=3)=[CH:30][CH:29]=2)[CH2:36][CH2:35]1. Reactant: OC[N:3]1[C:7]2[N:8]=[C:9]([NH:24][C:25]3[CH:30]=[CH:29][C:28]([N:31]4[CH2:36][CH2:35][N:34]([CH3:37])[CH2:33][CH2:32]4)=[CH:27][CH:26]=3)[N:10]=[C:11]([O:12][C:13]3[CH:14]=[C:15]([NH:19][C:20](=[O:23])[CH:21]=[CH2:22])[CH:16]=[CH:17][CH:18]=3)[C:6]=2[CH:5]=[CH:4]1.N. (3) Reactant: [CH2:1]([O:8][CH2:9][CH2:10][OH:11])[C:2]1[CH:7]=[CH:6][CH:5]=[CH:4][CH:3]=1.[H-].[Na+].Br[CH2:15][C:16]#[CH:17]. Product: [CH2:17]([O:11][CH2:10][CH2:9][O:8][CH2:1][C:2]1[CH:7]=[CH:6][CH:5]=[CH:4][CH:3]=1)[C:16]#[CH:15]. The catalyst class is: 1. (4) Reactant: C(NC(C)C)(C)C.[Li]CCCC.CCCCCC.[Br:19][C:20]1[CH:25]=[CH:24][C:23]([F:26])=[CH:22][CH:21]=1.[CH3:27][C:28]([CH3:30])=[O:29].[NH4+].[Cl-]. Product: [Br:19][C:20]1[CH:25]=[CH:24][C:23]([F:26])=[C:22]([C:28]([OH:29])([CH3:30])[CH3:27])[CH:21]=1. The catalyst class is: 1. (5) The catalyst class is: 12. Reactant: [CH3:1][S:2]([N:5]1[CH2:10][CH2:9][CH2:8][C@H:7]([NH:11][C:12]2[C:17]([C:18]3[N:19]=[C:20]4[CH:26]=[CH:25][N:24](COCC[Si](C)(C)C)[C:21]4=[N:22][CH:23]=3)=[CH:16][N:15]=[C:14](S(C)(=O)=O)[N:13]=2)[CH2:6]1)(=[O:4])=[O:3].[NH:39]1[CH2:43][CH2:42][C@H:41]([OH:44])[CH2:40]1.CS(C)(=O)=O. Product: [CH3:1][S:2]([N:5]1[CH2:10][CH2:9][CH2:8][C@H:7]([NH:11][C:12]2[C:17]([C:18]3[N:19]=[C:20]4[CH:26]=[CH:25][NH:24][C:21]4=[N:22][CH:23]=3)=[CH:16][N:15]=[C:14]([N:39]3[CH2:43][CH2:42][C@@H:41]([OH:44])[CH2:40]3)[N:13]=2)[CH2:6]1)(=[O:3])=[O:4]. (6) Reactant: [C:1]([C:4]1[C:22](=[O:23])[C@@:8]2([CH3:24])[C:9]3[C:15]([OH:16])=[CH:14][C:13]([O:17][CH3:18])=[C:12]([C:19]([NH2:21])=[O:20])[C:10]=3[O:11][C:7]2=[CH:6][C:5]=1[OH:25])(=[O:3])[CH3:2].[CH2:26]([C:28]1[CH:37]=[CH:36][C:35]2[C:30](=[C:31]([F:39])[C:32]([F:38])=[CH:33][CH:34]=2)[C:29]=1[CH:40]=O)[CH3:27].C([SiH](CC)CC)C.FC(F)(F)C(O)=O. Product: [C:1]([C:4]1[C:22](=[O:23])[C@@:8]2([CH3:24])[C:9]3[C:15]([OH:16])=[CH:14][C:13]([O:17][CH3:18])=[C:12]([C:19]([NH:21][CH2:40][C:29]4[C:30]5[C:35](=[CH:34][CH:33]=[C:32]([F:38])[C:31]=5[F:39])[CH:36]=[CH:37][C:28]=4[CH2:26][CH3:27])=[O:20])[C:10]=3[O:11][C:7]2=[CH:6][C:5]=1[OH:25])(=[O:3])[CH3:2]. The catalyst class is: 10. (7) Reactant: [C:1]([Cl:4])(Cl)=[O:2].C1(C)C=CC=CC=1.[CH3:12][O:13][C:14]1[CH:15]=[C:16]2[C:21](=[CH:22][C:23]=1[O:24][CH3:25])[N:20]=[CH:19][N:18]=[C:17]2[CH:26]1[CH2:31][CH2:30][NH:29][CH2:28][CH2:27]1.CCN(C(C)C)C(C)C.C([O-])(=O)CC(CC([O-])=O)(C([O-])=O)O.[Na+].[Na+].[Na+]. Product: [CH3:12][O:13][C:14]1[CH:15]=[C:16]2[C:21](=[CH:22][C:23]=1[O:24][CH3:25])[N:20]=[CH:19][N:18]=[C:17]2[CH:26]1[CH2:31][CH2:30][N:29]([C:1]([Cl:4])=[O:2])[CH2:28][CH2:27]1. The catalyst class is: 2. (8) Reactant: [CH2:1]([CH:3]([C:6]1[C:7]2[N:8]([C:13](I)=[C:14]([CH3:16])[N:15]=2)[N:9]=[C:10]([CH3:12])[CH:11]=1)[CH2:4][CH3:5])[CH3:2].C([Li])(C)(C)C.B(OC)(OC)OC.[CH3:30][CH2:31][CH2:32][CH2:33]CC.[CH2:36]1[CH2:40]O[CH2:38][CH2:37]1. Product: [CH2:1]([CH:3]([C:6]1[C:7]2[N:8]([C:13]([C:7]3[N:8]([CH3:13])[C:37]4[CH:38]=[C:32]([CH3:33])[C:31]([CH3:30])=[CH:40][C:36]=4[N:15]=3)=[C:14]([CH3:16])[N:15]=2)[N:9]=[C:10]([CH3:12])[CH:11]=1)[CH2:4][CH3:5])[CH3:2]. The catalyst class is: 413. (9) Product: [CH3:1][S:2]([C:5]1[CH:6]=[CH:7][C:8]([N:11]2[C:16]([NH2:17])=[CH:15][C:14]([CH3:18])=[N:12]2)=[CH:9][CH:10]=1)(=[O:4])=[O:3]. The catalyst class is: 14. Reactant: [CH3:1][S:2]([C:5]1[CH:10]=[CH:9][C:8]([NH:11][NH2:12])=[CH:7][CH:6]=1)(=[O:4])=[O:3].N[C:14]([CH3:18])=[CH:15][C:16]#[N:17].